This data is from Forward reaction prediction with 1.9M reactions from USPTO patents (1976-2016). The task is: Predict the product of the given reaction. (1) Given the reactants [Cl:1][C:2]1[CH:33]=[CH:32][CH:31]=[C:30]([C:34]([F:37])([F:36])[F:35])[C:3]=1[C:4]([N:6]1[C:14]2[C:9](=[CH:10][CH:11]=[C:12]([N:15]3[CH2:18][CH:17]([OH:19])[CH2:16]3)[CH:13]=2)[C:8]([C:20]2[CH:29]=[CH:28][C:23]([C:24]([O:26]C)=[O:25])=[CH:22][CH:21]=2)=[N:7]1)=[O:5].O[Li].O.Cl, predict the reaction product. The product is: [Cl:1][C:2]1[CH:33]=[CH:32][CH:31]=[C:30]([C:34]([F:37])([F:36])[F:35])[C:3]=1[C:4]([N:6]1[C:14]2[C:9](=[CH:10][CH:11]=[C:12]([N:15]3[CH2:16][CH:17]([OH:19])[CH2:18]3)[CH:13]=2)[C:8]([C:20]2[CH:21]=[CH:22][C:23]([C:24]([OH:26])=[O:25])=[CH:28][CH:29]=2)=[N:7]1)=[O:5]. (2) Given the reactants CN(C=O)C.[Br:6][C:7]1[C:15]2[N:14]=[C:13]([CH:16]([F:18])[F:17])[NH:12][C:11]=2[CH:10]=[C:9]([N+:19]([O-:21])=[O:20])[CH:8]=1.Br[CH2:23][C:24]1[CH:29]=[CH:28][CH:27]=[C:26]([C:30]([F:33])([F:32])[F:31])[C:25]=1[CH3:34].C(=O)([O-])[O-].[K+].[K+], predict the reaction product. The product is: [Br:6][C:7]1[C:15]2[N:14]=[C:13]([CH:16]([F:17])[F:18])[N:12]([CH2:23][C:24]3[CH:29]=[CH:28][CH:27]=[C:26]([C:30]([F:31])([F:32])[F:33])[C:25]=3[CH3:34])[C:11]=2[CH:10]=[C:9]([N+:19]([O-:21])=[O:20])[CH:8]=1. (3) Given the reactants [Cl-].[Al+3].[Cl-].[Cl-].[C:5](Cl)(=[O:10])[C:6]([CH3:9])([CH3:8])[CH3:7].[S:12]1[CH:16]=[CH:15][N:14]2[CH:17]=[N:18][CH:19]=[C:13]12, predict the reaction product. The product is: [C:5]([C:19]1[N:18]=[CH:17][N:14]2[CH:15]=[CH:16][S:12][C:13]=12)(=[O:10])[C:6]([CH3:9])([CH3:8])[CH3:7]. (4) Given the reactants COC1C=CC=C2C=1OC1C(OC)=C(OC)C(OC)=C(OC)C=1C2=O.C[O:27][C:28]1[C:29]([O:51]C)=[C:30]2[C:39](=[CH:40][CH:41]=1)[C:38](=[O:42])[C:37]1[C:36]([O:43]C)=[C:35]([O:45]C)[C:34]([O:47]C)=[C:33]([O:49]C)[C:32]=1[O:31]2, predict the reaction product. The product is: [OH:27][C:28]1[C:29]([OH:51])=[C:30]2[C:39](=[CH:40][CH:41]=1)[C:38](=[O:42])[C:37]1[C:36]([OH:43])=[C:35]([OH:45])[C:34]([OH:47])=[C:33]([OH:49])[C:32]=1[O:31]2.